Predict the product of the given reaction. From a dataset of Forward reaction prediction with 1.9M reactions from USPTO patents (1976-2016). (1) Given the reactants S(=O)(=O)(O)O.S([O-])(O)(=O)=O.[CH2:11]([C:13]1NC=C[N+]=1C)[CH3:12].[CH2:19]([OH:26])[CH2:20][CH2:21][CH2:22][CH2:23][CH2:24][CH3:25], predict the reaction product. The product is: [CH2:19]([O:26][CH2:19][CH2:20][CH2:21][CH2:22][CH2:13][CH2:11][CH3:12])[CH2:20][CH2:21][CH2:22][CH2:23][CH2:24][CH3:25]. (2) Given the reactants C(O[C:6]([NH:8][CH:9]([CH2:13][C:14]1[CH:19]=[CH:18][CH:17]=[CH:16][CH:15]=1)[C:10]([OH:12])=O)=O)(C)(C)C.[C:20]1([CH:26]([C:29]2[CH:34]=[CH:33][CH:32]=[CH:31][CH:30]=2)[CH2:27][NH2:28])[CH:25]=[CH:24][CH:23]=[CH:22][CH:21]=1.[N:35]1[CH:40]=[CH:39][CH:38]=[CH:37][C:36]=1C=O, predict the reaction product. The product is: [C:29]1([CH:26]([C:20]2[CH:21]=[CH:22][CH:23]=[CH:24][CH:25]=2)[CH2:27][NH:28][C:10](=[O:12])[CH:9]([NH:8][CH2:6][C:36]2[CH:37]=[CH:38][CH:39]=[CH:40][N:35]=2)[CH2:13][C:14]2[CH:15]=[CH:16][CH:17]=[CH:18][CH:19]=2)[CH:30]=[CH:31][CH:32]=[CH:33][CH:34]=1. (3) Given the reactants [CH3:1][C:2]([C:4]([O:6]C1[C@@]2(C)C(C)(C)[C@H](CC2)C1)=[O:5])=[CH2:3].[C:17]([NH2:21])(=[O:20])[CH:18]=[CH2:19].C(OS([O-])(=O)=O)CCCCCCCCCCC.[Na+:39].[Na+].[CH:41]([S:43]([O-:46])(=[O:45])=[O:44])=[CH2:42].S(OOS([O-])(=O)=O)([O-])(=O)=O.[Na+].[Na+].C(=O)(O)[O-].[Na+].S(=O)(=O)(O)[O-].[Na+], predict the reaction product. The product is: [C:4]([O-:6])(=[O:5])[C:2]([CH3:3])=[CH2:1].[CH:41]([S:43]([O-:46])(=[O:45])=[O:44])=[CH2:42].[Na+:39].[C:17]([NH2:21])(=[O:20])[CH:18]=[CH2:19]. (4) Given the reactants Br[CH2:2][CH2:3][O:4][C:5]1[CH:6]=[C:7]2[C:12](=[CH:13][CH:14]=1)[N+:11]([O-:15])=[CH:10][CH:9]=[CH:8]2.[NH:16]1[CH2:21][CH2:20][O:19][CH2:18][CH2:17]1, predict the reaction product. The product is: [N:16]1([CH2:2][CH2:3][O:4][C:5]2[CH:6]=[C:7]3[C:12](=[CH:13][CH:14]=2)[N+:11]([O-:15])=[CH:10][CH:9]=[CH:8]3)[CH2:21][CH2:20][O:19][CH2:18][CH2:17]1. (5) Given the reactants [CH2:1]([O:3][C:4]([C:6]1[C:7]([OH:27])=[C:8]2[C:15]([Br:16])=[C:14]([Br:17])[N:13]([CH2:18][C:19]3[CH:24]=[CH:23][CH:22]=[C:21]([O:25][CH3:26])[CH:20]=3)[C:9]2=[C:10](Br)[N:11]=1)=[O:5])[CH3:2].[C:28]([Cu])#[N:29], predict the reaction product. The product is: [CH2:1]([O:3][C:4]([C:6]1[C:7]([OH:27])=[C:8]2[C:15]([Br:16])=[C:14]([Br:17])[N:13]([CH2:18][C:19]3[CH:24]=[CH:23][CH:22]=[C:21]([O:25][CH3:26])[CH:20]=3)[C:9]2=[C:10]([C:28]#[N:29])[N:11]=1)=[O:5])[CH3:2].